From a dataset of Forward reaction prediction with 1.9M reactions from USPTO patents (1976-2016). Predict the product of the given reaction. Given the reactants [Cl:1][C:2]1[C:3]([C:22]2[N:26]=[CH:25][NH:24][N:23]=2)=[C:4]([NH:7][C:8](=[O:21])[CH2:9][N:10]2[C:19]3[C:14](=[N:15][CH:16]=[CH:17][CH:18]=3)[CH:13]=[CH:12][C:11]2=[O:20])[S:5][CH:6]=1.[C:27](=O)([O-])[O-].[K+].[K+].IC, predict the reaction product. The product is: [Cl:1][C:2]1[C:3]([C:22]2[N:26]=[CH:25][N:24]([CH3:27])[N:23]=2)=[C:4]([NH:7][C:8](=[O:21])[CH2:9][N:10]2[C:19]3[C:14](=[N:15][CH:16]=[CH:17][CH:18]=3)[CH:13]=[CH:12][C:11]2=[O:20])[S:5][CH:6]=1.